This data is from hERG Central: cardiac toxicity at 1µM, 10µM, and general inhibition. The task is: Predict hERG channel inhibition at various concentrations. (1) The compound is COc1cccc(CN2CCN(C(c3ccccc3)c3ccccc3)CC2)c1O.O=C(O)C(=O)O. Results: hERG_inhib (hERG inhibition (general)): blocker. (2) The molecule is CCOC(=O)c1c(CSc2ccccc2)n(C)c2cc(Br)c(O)c(CN(C)C)c12. Results: hERG_inhib (hERG inhibition (general)): blocker. (3) The compound is O=C(c1ccccc1)c1ccc(C(=O)N2CCN(c3ccc(F)cc3)CC2)o1. Results: hERG_inhib (hERG inhibition (general)): blocker. (4) The molecule is COC(=O)[C@@]1(Cc2ccc(F)cc2)[C@H]2c3cc(C(=O)N4CCCC4)n(CCO)c3C[C@H]2CN1C(=O)c1ccccc1. Results: hERG_inhib (hERG inhibition (general)): blocker.